Dataset: Catalyst prediction with 721,799 reactions and 888 catalyst types from USPTO. Task: Predict which catalyst facilitates the given reaction. (1) Reactant: [C:1]([CH:5]1[C@@:9]([CH2:13][CH2:14][CH2:15][O:16][Si](C(C)(C)C)(C)C)([C:10]([OH:12])=[O:11])[CH2:8][C:7](=[O:24])[N:6]1[C@@H:25]([C:27]1[CH:32]=[CH:31][CH:30]=[CH:29][CH:28]=1)[CH3:26])([CH3:4])([CH3:3])[CH3:2].C[Si]([N-][Si](C)(C)C)(C)C.[Li+].[Cl:43]N1C(=O)CCC1=O.[Cl-].[NH4+].C(O)(=O)C.[F-].C([N+](CCCC)(CCCC)CCCC)CCC.C(O)(=O)CC(CC(O)=O)(C(O)=O)O. Product: [C:1]([CH:5]1[C@@:9]([CH2:13][CH2:14][CH2:15][OH:16])([C:10]([OH:12])=[O:11])[CH:8]([Cl:43])[C:7](=[O:24])[N:6]1[C@@H:25]([C:27]1[CH:32]=[CH:31][CH:30]=[CH:29][CH:28]=1)[CH3:26])([CH3:4])([CH3:3])[CH3:2]. The catalyst class is: 56. (2) Reactant: [C:1]1(=[O:8])[O:7][C:5](=[O:6])[CH2:4][CH2:3][CH2:2]1.[C:9]([C:11]1[CH:12]=[C:13]([CH:15]=[CH:16][CH:17]=1)[NH2:14])#[CH:10]. Product: [C:9]([C:11]1[CH:12]=[C:13]([NH:14][C:5]([CH2:4][CH2:3][CH2:2][C:1]([OH:7])=[O:8])=[O:6])[CH:15]=[CH:16][CH:17]=1)#[CH:10]. The catalyst class is: 4.